From a dataset of Catalyst prediction with 721,799 reactions and 888 catalyst types from USPTO. Predict which catalyst facilitates the given reaction. Reactant: [Cl:1][C:2]1[C:7]([N+:8]([O-:10])=[O:9])=[C:6]([NH2:11])[CH:5]=[C:4]([Cl:12])[N:3]=1.[C:13](O[C:13]([O:15][C:16]([CH3:19])([CH3:18])[CH3:17])=[O:14])([O:15][C:16]([CH3:19])([CH3:18])[CH3:17])=[O:14].[Li+].C[Si]([N-][Si](C)(C)C)(C)C. Product: [Cl:1][C:2]1[C:7]([N+:8]([O-:10])=[O:9])=[C:6]([NH:11][C:13](=[O:14])[O:15][C:16]([CH3:19])([CH3:18])[CH3:17])[CH:5]=[C:4]([Cl:12])[N:3]=1. The catalyst class is: 1.